Dataset: HIV replication inhibition screening data with 41,000+ compounds from the AIDS Antiviral Screen. Task: Binary Classification. Given a drug SMILES string, predict its activity (active/inactive) in a high-throughput screening assay against a specified biological target. (1) The compound is CC1=C(C(=O)CC(=O)C(=O)Nc2ccccc2C)Sc2ccccc2N1. The result is 0 (inactive). (2) The molecule is O=C(CCC(=O)OCC1OC(O)(CC2OC(CO)C(O)C(O)C2O)C(O)C1O)OCc1ccccc1. The result is 0 (inactive). (3) The compound is N#CC(=Cc1ccc(-c2ccccc2)cc1)c1ccccc1. The result is 0 (inactive). (4) The molecule is O=C(ON=C1CCCCC1=Cc1ccccc1)c1ccc([N+](=O)[O-])cc1. The result is 0 (inactive).